This data is from Full USPTO retrosynthesis dataset with 1.9M reactions from patents (1976-2016). The task is: Predict the reactants needed to synthesize the given product. (1) Given the product [F:1][C:2]([F:24])([F:23])[C:3]1[CH:4]=[C:5]([C:13]2[N:17]=[CH:16][N:15](/[CH:18]=[CH:19]\[C:20]([NH:26][NH:25][C:27]3[CH:32]=[N:31][CH:30]=[CH:29][N:28]=3)=[O:21])[N:14]=2)[CH:6]=[C:7]([C:9]([F:11])([F:12])[F:10])[CH:8]=1, predict the reactants needed to synthesize it. The reactants are: [F:1][C:2]([F:24])([F:23])[C:3]1[CH:4]=[C:5]([C:13]2[N:17]=[CH:16][N:15](/[CH:18]=[CH:19]\[C:20](O)=[O:21])[N:14]=2)[CH:6]=[C:7]([C:9]([F:12])([F:11])[F:10])[CH:8]=1.[NH:25]([C:27]1[CH:32]=[N:31][CH:30]=[CH:29][N:28]=1)[NH2:26].C(P1(=O)OP(CCC)(=O)OP(CCC)(=O)O1)CC.CCN(C(C)C)C(C)C. (2) Given the product [CH2:1]([O:3][C:4]([C:6]1[N:7]([CH2:27][CH2:28][CH2:29][O:30][CH3:31])[C:8]2[C:16]([CH:17]=1)=[C:15]1[C:11]([C:12](=[O:19])[NH:13][C:14]1=[O:18])=[C:10]([C:20]1[CH:25]=[CH:24][CH:23]=[CH:22][C:21]=1[Cl:26])[CH:9]=2)=[O:5])[CH3:2], predict the reactants needed to synthesize it. The reactants are: [CH2:1]([O:3][C:4]([C:6]1[N:7]([CH2:27][CH2:28][CH2:29][O:30][CH3:31])[C:8]2[CH2:9][CH:10]([C:20]3[CH:25]=[CH:24][CH:23]=[CH:22][C:21]=3[Cl:26])[CH:11]3[CH:15]([C:16]=2[CH:17]=1)[C:14](=[O:18])[NH:13][C:12]3=[O:19])=[O:5])[CH3:2]. (3) Given the product [CH3:29][N:27]1[CH:28]=[C:24]([C:21]2[N:20]=[C:19]3[N:15]([CH2:14][C@H:10]4[O:11][CH2:12][CH2:13][N:8]([C:5]5[N:4]=[CH:3][C:2]([C:43]6[CH:44]=[CH:45][C:40]([O:39][CH2:38][CH2:37][N:34]7[CH2:33][CH2:32][N:31]([CH3:30])[CH2:36][CH2:35]7)=[CH:41][CH:42]=6)=[CH:7][N:6]=5)[CH2:9]4)[N:16]=[N:17][C:18]3=[N:23][CH:22]=2)[CH:25]=[N:26]1, predict the reactants needed to synthesize it. The reactants are: Br[C:2]1[CH:3]=[N:4][C:5]([N:8]2[CH2:13][CH2:12][O:11][C@H:10]([CH2:14][N:15]3[C:19]4=[N:20][C:21]([C:24]5[CH:25]=[N:26][N:27]([CH3:29])[CH:28]=5)=[CH:22][N:23]=[C:18]4[N:17]=[N:16]3)[CH2:9]2)=[N:6][CH:7]=1.[CH3:30][N:31]1[CH2:36][CH2:35][N:34]([CH2:37][CH2:38][O:39][C:40]2[CH:45]=[CH:44][C:43](B3OC(C)(C)C(C)(C)O3)=[CH:42][CH:41]=2)[CH2:33][CH2:32]1.C([O-])([O-])=O.[Na+].[Na+].